From a dataset of Forward reaction prediction with 1.9M reactions from USPTO patents (1976-2016). Predict the product of the given reaction. (1) Given the reactants [Br:1][C:2]1[CH:8]=[CH:7][C:6]([N+:9]([O-:11])=[O:10])=[CH:5][C:3]=1[NH2:4].N1C=CC=CC=1.[Cl:18][CH2:19][C:20](Cl)=[O:21], predict the reaction product. The product is: [Br:1][C:2]1[CH:8]=[CH:7][C:6]([N+:9]([O-:11])=[O:10])=[CH:5][C:3]=1[NH:4][C:20](=[O:21])[CH2:19][Cl:18]. (2) Given the reactants [CH2:1]([O:8][C:9]([CH:11]([CH2:16]O)[C:12]([O:14][CH3:15])=[O:13])=[O:10])[C:2]1[CH:7]=[CH:6][CH:5]=[CH:4][CH:3]=1.C(Cl)Cl.CS(Cl)(=O)=O, predict the reaction product. The product is: [CH2:1]([O:8][C:9]([C:11](=[CH2:16])[C:12]([O:14][CH3:15])=[O:13])=[O:10])[C:2]1[CH:7]=[CH:6][CH:5]=[CH:4][CH:3]=1. (3) Given the reactants [Cl:1][C:2]1[CH:7]=[CH:6][C:5]([NH:8]C(=O)C)=[C:4]([F:12])[C:3]=1[CH2:13][CH3:14].Cl, predict the reaction product. The product is: [Cl:1][C:2]1[CH:7]=[CH:6][C:5]([NH2:8])=[C:4]([F:12])[C:3]=1[CH2:13][CH3:14]. (4) Given the reactants Br[C:2]1[CH:3]=[CH:4][C:5]2[O:9][CH:8]=[CH:7][C:6]=2[CH:10]=1.[Li]CCCC.[B:16](OC(C)C)([O:21]C(C)C)[O:17]C(C)C, predict the reaction product. The product is: [O:9]1[C:5]2[CH:4]=[CH:3][C:2]([B:16]([OH:21])[OH:17])=[CH:10][C:6]=2[CH:7]=[CH:8]1.